This data is from M1 muscarinic receptor antagonist screen with 61,756 compounds. The task is: Binary Classification. Given a drug SMILES string, predict its activity (active/inactive) in a high-throughput screening assay against a specified biological target. The molecule is Clc1sc(C(=O)Nc2cc3c(scc3)cc2)cc1. The result is 0 (inactive).